This data is from Forward reaction prediction with 1.9M reactions from USPTO patents (1976-2016). The task is: Predict the product of the given reaction. (1) Given the reactants C[O:2][C:3]([C:5]1([CH2:11][S:12](=[O:19])(=[O:18])[N:13]([CH:15]2[CH2:17][CH2:16]2)[CH3:14])[CH2:10][CH2:9][CH2:8][CH2:7][CH2:6]1)=[O:4].[OH-].[K+], predict the reaction product. The product is: [CH:15]1([N:13]([CH3:14])[S:12]([CH2:11][C:5]2([C:3]([OH:4])=[O:2])[CH2:6][CH2:7][CH2:8][CH2:9][CH2:10]2)(=[O:18])=[O:19])[CH2:16][CH2:17]1. (2) Given the reactants [OH:1][C:2]1[C:7]([O:8][CH3:9])=[CH:6][CH:5]=[CH:4][N:3]=1.Br[CH2:11][C:12]([O:14][CH2:15][CH3:16])=[O:13].C(=O)([O-])[O-].[K+].[K+].CCCCCCC, predict the reaction product. The product is: [CH2:15]([O:14][C:12](=[O:13])[CH2:11][N:3]1[CH:4]=[CH:5][CH:6]=[C:7]([O:8][CH3:9])[C:2]1=[O:1])[CH3:16].